From a dataset of Forward reaction prediction with 1.9M reactions from USPTO patents (1976-2016). Predict the product of the given reaction. Given the reactants C(OC(=O)[NH:7][C:8]1([CH2:16][N:17]2[C:25]3[C:20](=[CH:21][C:22]([C:26]4[N:30]=[C:29]([C:31]5[CH:36]=[CH:35][C:34]([O:37][CH2:38][CH2:39][CH2:40][CH3:41])=[C:33]([Cl:42])[CH:32]=5)[O:28][N:27]=4)=[CH:23][CH:24]=3)[CH2:19][CH2:18]2)[CH2:13][O:12]C(C)(C)[O:10][CH2:9]1)(C)(C)C.C(OC1C=C(C2ON=C(C3C=CC=C4C=3CCN4CC3(NC(=O)OC(C)(C)C)COC(C)(C)OC3)N=2)C=CC=1OCC)C, predict the reaction product. The product is: [NH2:7][C:8]([CH2:16][N:17]1[C:25]2[C:20](=[CH:21][C:22]([C:26]3[N:30]=[C:29]([C:31]4[CH:36]=[CH:35][C:34]([O:37][CH2:38][CH2:39][CH2:40][CH3:41])=[C:33]([Cl:42])[CH:32]=4)[O:28][N:27]=3)=[CH:23][CH:24]=2)[CH2:19][CH2:18]1)([CH2:9][OH:10])[CH2:13][OH:12].